From a dataset of Reaction yield outcomes from USPTO patents with 853,638 reactions. Predict the reaction yield, written as a fraction of the theoretical maximum amount of product (1.0 means a 100% yield; for example, 0.34 means a 34% yield). (1) The reactants are [C:1]([O:5][C:6](=[O:20])[CH2:7][CH:8](P(OCC)(OCC)=O)[C:9]([OH:11])=[O:10])([CH3:4])([CH3:3])[CH3:2].CC(C)([O-])C.[K+].[CH:27](=O)[CH2:28][CH2:29][C:30]1[CH:35]=[CH:34][CH:33]=[CH:32][CH:31]=1.C(O)(=O)CC(CC(O)=O)(C(O)=O)O.[OH-].[Na+]. The catalyst is C1COCC1.O.C(OCC)(=O)C. The product is [C:1]([O:5][C:6](=[O:20])[CH2:7]/[C:8](=[CH:27]\[CH2:28][CH2:29][C:30]1[CH:35]=[CH:34][CH:33]=[CH:32][CH:31]=1)/[C:9]([OH:11])=[O:10])([CH3:2])([CH3:3])[CH3:4]. The yield is 0.810. (2) The reactants are [Cl:1][C:2]([F:13])([F:12])[C:3]1[CH:8]=[CH:7][C:6]([CH:9](Cl)[CH3:10])=[CH:5][N:4]=1.[CH3:14][S-:15].[Na+]. The catalyst is C(O)C. The product is [Cl:1][C:2]([F:13])([F:12])[C:3]1[CH:8]=[CH:7][C:6]([CH:9]([S:15][CH3:14])[CH3:10])=[CH:5][N:4]=1. The yield is 0.400. (3) The reactants are [N:1]1[CH:6]=[CH:5][CH:4]=[CH:3][C:2]=1[CH2:7][N:8]1[C:16]2[C:11](=[CH:12][C:13]([NH:17][C:18]3[C:27]4[C:22](=[CH:23][CH:24]=[CH:25][C:26]=4[O:28][C@@H:29]([CH3:34])[C:30]([O:32]C)=O)[N:21]=[CH:20][N:19]=3)=[CH:14][CH:15]=2)[CH:10]=[N:9]1.[NH3:35]. No catalyst specified. The product is [N:1]1[CH:6]=[CH:5][CH:4]=[CH:3][C:2]=1[CH2:7][N:8]1[C:16]2[C:11](=[CH:12][C:13]([NH:17][C:18]3[C:27]4[C:22](=[CH:23][CH:24]=[CH:25][C:26]=4[O:28][C@@H:29]([CH3:34])[C:30]([NH2:35])=[O:32])[N:21]=[CH:20][N:19]=3)=[CH:14][CH:15]=2)[CH:10]=[N:9]1. The yield is 0.840. (4) The reactants are Cl[C:2]1[C:11]2[C:6](=[CH:7][CH:8]=[CH:9][CH:10]=2)[CH:5]=[C:4]([C:12]2[CH:17]=[CH:16][C:15]([O:18][CH3:19])=[CH:14][CH:13]=2)[N:3]=1.[CH2:20]([N:22]1[CH2:27][CH2:26][NH:25][CH2:24][CH2:23]1)[CH3:21].C(=O)([O-])[O-].[K+].[K+]. The catalyst is CN(C)C=O. The product is [CH2:20]([N:22]1[CH2:27][CH2:26][N:25]([C:2]2[C:11]3[C:6](=[CH:7][CH:8]=[CH:9][CH:10]=3)[CH:5]=[C:4]([C:12]3[CH:17]=[CH:16][C:15]([O:18][CH3:19])=[CH:14][CH:13]=3)[N:3]=2)[CH2:24][CH2:23]1)[CH3:21]. The yield is 0.880. (5) The product is [Cl:14][C:15]1[N:16]=[C:17]([NH:11][C:10]2[CH:12]=[CH:13][C:7]([N:4]3[CH2:3][CH2:2][O:1][CH2:6][CH2:5]3)=[CH:8][CH:9]=2)[CH:18]=[N:19][CH:20]=1. No catalyst specified. The reactants are [O:1]1[CH2:6][CH2:5][N:4]([C:7]2[CH:13]=[CH:12][C:10]([NH2:11])=[CH:9][CH:8]=2)[CH2:3][CH2:2]1.[Cl:14][C:15]1[CH:20]=[N:19][CH:18]=[C:17](Cl)[N:16]=1. The yield is 0.370. (6) The reactants are [Br:1][C:2]1[CH:10]=[CH:9][CH:8]=[CH:7][C:3]=1[C:4]([OH:6])=O.CCN=C=NCCCN(C)C.C1C=CC2N(O)N=NC=2C=1.CN1CCOCC1.[NH2:39][CH2:40][C:41]([NH:43][C@H:44]([B:49]1[O:53][C@@H:52]2[CH2:54][C@@H:55]3[CH2:58][C@H:57]([C@:51]2([CH3:61])[O:50]1)[C:56]3([CH3:60])[CH3:59])[CH2:45][CH:46]([CH3:48])[CH3:47])=[O:42]. The catalyst is C(Cl)Cl. The product is [Br:1][C:2]1[CH:10]=[CH:9][CH:8]=[CH:7][C:3]=1[C:4]([NH:39][CH2:40][C:41]([NH:43][C@H:44]([B:49]1[O:53][C@@H:52]2[CH2:54][C@@H:55]3[CH2:58][C@H:57]([C@:51]2([CH3:61])[O:50]1)[C:56]3([CH3:59])[CH3:60])[CH2:45][CH:46]([CH3:48])[CH3:47])=[O:42])=[O:6]. The yield is 0.780. (7) The reactants are Cl[C:2]1[CH:15]=[CH:14][C:13]2[C:12](=[O:16])[C:11]3[C:6](=[CH:7][CH:8]=[CH:9][CH:10]=3)[C:5](=[O:17])[C:4]=2[CH:3]=1.[C:18]1(B(O)O)[CH:23]=[CH:22][CH:21]=[CH:20][CH:19]=1.[F-].[K+].C1(C)C=CC=CC=1. The catalyst is O1CCOCC1.C1C=CC(/C=C/C(/C=C/C2C=CC=CC=2)=O)=CC=1.C1C=CC(/C=C/C(/C=C/C2C=CC=CC=2)=O)=CC=1.C1C=CC(/C=C/C(/C=C/C2C=CC=CC=2)=O)=CC=1.[Pd].[Pd].C(P(C(C)(C)C)C(C)(C)C)(C)(C)C. The product is [C:18]1([C:2]2[CH:15]=[CH:14][C:13]3[C:12](=[O:16])[C:11]4[C:6](=[CH:7][CH:8]=[CH:9][CH:10]=4)[C:5](=[O:17])[C:4]=3[CH:3]=2)[CH:23]=[CH:22][CH:21]=[CH:20][CH:19]=1. The yield is 0.870.